Dataset: Catalyst prediction with 721,799 reactions and 888 catalyst types from USPTO. Task: Predict which catalyst facilitates the given reaction. (1) Reactant: [O:1]1[CH2:5][CH2:4][CH2:3][CH:2]1[CH2:6][NH2:7].[CH2:8]([N:10]1[C:14]([O:15][C:16]2[CH:21]=[CH:20][C:19]([CH:22]=O)=[CH:18][CH:17]=2)=[CH:13][C:12]([C:24]2[CH:25]=[C:26]([C:30]([NH:33][S:34]([CH2:37][C:38]([F:41])([F:40])[F:39])(=[O:36])=[O:35])([CH3:32])[CH3:31])[CH:27]=[CH:28][CH:29]=2)=[N:11]1)[CH3:9]. Product: [CH2:8]([N:10]1[C:14]([O:15][C:16]2[CH:17]=[CH:18][C:19]([CH2:22][NH:7][CH2:6][CH:2]3[CH2:3][CH2:4][CH2:5][O:1]3)=[CH:20][CH:21]=2)=[CH:13][C:12]([C:24]2[CH:25]=[C:26]([C:30]([NH:33][S:34]([CH2:37][C:38]([F:41])([F:39])[F:40])(=[O:35])=[O:36])([CH3:32])[CH3:31])[CH:27]=[CH:28][CH:29]=2)=[N:11]1)[CH3:9]. The catalyst class is: 3. (2) Reactant: O[CH2:2][CH2:3][CH2:4][N:5]([CH2:12][C:13]([O:15][C:16]([CH3:19])([CH3:18])[CH3:17])=[O:14])[C:6](=[O:11])[C:7]([F:10])([F:9])[F:8].C1(P(C2C=CC=CC=2)C2C=CC=CC=2)C=CC=CC=1.C(Br)(Br)(Br)[Br:40]. Product: [Br:40][CH2:2][CH2:3][CH2:4][N:5]([CH2:12][C:13]([O:15][C:16]([CH3:19])([CH3:18])[CH3:17])=[O:14])[C:6](=[O:11])[C:7]([F:10])([F:9])[F:8]. The catalyst class is: 841. (3) Reactant: [C:1]1([C:7]2[NH:8][CH:9]=[C:10]([CH2:12][CH2:13][CH2:14][N:15]3C(=O)C4C(=CC=CC=4)C3=O)[N:11]=2)[CH:6]=[CH:5][CH:4]=[CH:3][CH:2]=1.O.NN. Product: [C:1]1([C:7]2[NH:8][CH:9]=[C:10]([CH2:12][CH2:13][CH2:14][NH2:15])[N:11]=2)[CH:2]=[CH:3][CH:4]=[CH:5][CH:6]=1. The catalyst class is: 8. (4) Reactant: C(=O)([O-])[O-].[K+].[K+].C([O:9][C:10](=[O:30])[C:11]([O:21][C:22]1[CH:27]=[CH:26][CH:25]=[CH:24][C:23]=1[O:28][CH3:29])([CH3:20])[CH2:12][C:13]1[CH:18]=[CH:17][C:16]([OH:19])=[CH:15][CH:14]=1)C.[C:31]1([C:56]2[CH:61]=[CH:60][CH:59]=[CH:58][CH:57]=2)[CH:36]=[CH:35][C:34]([C:37]2[O:38][C:39]([CH3:55])=[C:40]([CH2:42][CH2:43]OS(C3C=CC(C)=CC=3)(=O)=O)[N:41]=2)=[CH:33][CH:32]=1.[OH-].[Na+]. Product: [C:31]1([C:56]2[CH:57]=[CH:58][CH:59]=[CH:60][CH:61]=2)[CH:36]=[CH:35][C:34]([C:37]2[O:38][C:39]([CH3:55])=[C:40]([CH2:42][CH2:43][O:19][C:16]3[CH:15]=[CH:14][C:13]([CH2:12][C:11]([O:21][C:22]4[CH:27]=[CH:26][CH:25]=[CH:24][C:23]=4[O:28][CH3:29])([CH3:20])[C:10]([OH:9])=[O:30])=[CH:18][CH:17]=3)[N:41]=2)=[CH:33][CH:32]=1. The catalyst class is: 8. (5) The catalyst class is: 224. Product: [O:15]1[CH:16]=[CH:17][CH:18]=[C:14]1[C:4]1[CH:5]=[CH:6][CH:7]=[CH:8][C:3]=1[CH:1]=[O:2]. Reactant: [CH:1]([C:3]1[CH:8]=[CH:7][CH:6]=[CH:5][C:4]=1OB(O)O)=[O:2].Br[C:14]1[O:15][CH:16]=[CH:17][CH:18]=1.C(=O)([O-])[O-].[Na+].[Na+].